This data is from NCI-60 drug combinations with 297,098 pairs across 59 cell lines. The task is: Regression. Given two drug SMILES strings and cell line genomic features, predict the synergy score measuring deviation from expected non-interaction effect. (1) Drug 1: CC1CC2C3CCC4=CC(=O)C=CC4(C3(C(CC2(C1(C(=O)CO)O)C)O)F)C. Drug 2: CC(C)(C#N)C1=CC=C(C=C1)N2C3=C4C=C(C=CC4=NC=C3N(C2=O)C)C5=CC6=CC=CC=C6N=C5. Cell line: UACC62. Synergy scores: CSS=52.4, Synergy_ZIP=4.71, Synergy_Bliss=4.40, Synergy_Loewe=-45.1, Synergy_HSA=4.81. (2) Drug 1: C1CCC(CC1)NC(=O)N(CCCl)N=O. Drug 2: CN1C2=C(C=C(C=C2)N(CCCl)CCCl)N=C1CCCC(=O)O.Cl. Cell line: K-562. Synergy scores: CSS=31.0, Synergy_ZIP=0.748, Synergy_Bliss=2.70, Synergy_Loewe=-3.12, Synergy_HSA=1.81. (3) Drug 1: C1=CC(=CC=C1CC(C(=O)O)N)N(CCCl)CCCl.Cl. Drug 2: CC=C1C(=O)NC(C(=O)OC2CC(=O)NC(C(=O)NC(CSSCCC=C2)C(=O)N1)C(C)C)C(C)C. Cell line: MALME-3M. Synergy scores: CSS=77.5, Synergy_ZIP=13.1, Synergy_Bliss=12.9, Synergy_Loewe=-21.9, Synergy_HSA=13.9. (4) Drug 1: CS(=O)(=O)OCCCCOS(=O)(=O)C. Drug 2: CC(C)(C#N)C1=CC(=CC(=C1)CN2C=NC=N2)C(C)(C)C#N. Cell line: HT29. Synergy scores: CSS=1.49, Synergy_ZIP=-0.800, Synergy_Bliss=-1.34, Synergy_Loewe=-1.74, Synergy_HSA=-2.87. (5) Drug 1: C1CN1P(=S)(N2CC2)N3CC3. Drug 2: C1=NC(=NC(=O)N1C2C(C(C(O2)CO)O)O)N. Cell line: IGROV1. Synergy scores: CSS=19.0, Synergy_ZIP=-3.90, Synergy_Bliss=1.95, Synergy_Loewe=-1.97, Synergy_HSA=3.61. (6) Cell line: COLO 205. Drug 2: CC(C)NC(=O)C1=CC=C(C=C1)CNNC.Cl. Drug 1: CN(C)C1=NC(=NC(=N1)N(C)C)N(C)C. Synergy scores: CSS=-13.7, Synergy_ZIP=4.14, Synergy_Bliss=-0.537, Synergy_Loewe=-8.61, Synergy_HSA=-7.94. (7) Drug 1: CC1C(C(CC(O1)OC2CC(CC3=C2C(=C4C(=C3O)C(=O)C5=C(C4=O)C(=CC=C5)OC)O)(C(=O)C)O)N)O.Cl. Drug 2: C1C(C(OC1N2C=NC3=C(N=C(N=C32)Cl)N)CO)O. Cell line: COLO 205. Synergy scores: CSS=30.5, Synergy_ZIP=-5.69, Synergy_Bliss=-3.37, Synergy_Loewe=-10.9, Synergy_HSA=-3.82.